From a dataset of Catalyst prediction with 721,799 reactions and 888 catalyst types from USPTO. Predict which catalyst facilitates the given reaction. (1) Reactant: C1C(=O)N([Br:8])C(=O)C1.[Cl:9][C:10]1[S:14][C:13]([C:15]2[NH:20][C:19](=[O:21])[C:18]([CH3:22])=[C:17]([CH3:23])[N:16]=2)=[CH:12][CH:11]=1. Product: [Br:8][CH2:22][C:18]1[C:19](=[O:21])[NH:20][C:15]([C:13]2[S:14][C:10]([Cl:9])=[CH:11][CH:12]=2)=[N:16][C:17]=1[CH3:23]. The catalyst class is: 53. (2) Reactant: [CH3:1][S:2][C:3]1[CH:4]=[CH:5][C:6]2[CH:10]=[CH:9][S:8][C:7]=2[CH:11]=1.C(OB(OC(C)C)OC(C)C)(C)C.C(NC(C)C)(C)C.[Li].C([O-])([O-])=O.[Na+].[Na+].[Cl:39][C:40]1[N:45]=[C:44](Cl)[C:43]([Cl:47])=[CH:42][N:41]=1. Product: [Cl:39][C:40]1[N:45]=[C:44]([C:9]2[S:8][C:7]3[CH:11]=[C:3]([S:2][CH3:1])[CH:4]=[CH:5][C:6]=3[CH:10]=2)[C:43]([Cl:47])=[CH:42][N:41]=1. The catalyst class is: 1. (3) The catalyst class is: 167. Product: [Cl:68][C:65]1[CH:66]=[CH:67][C:62]([C:56]2[CH:55]=[CH:54][C:59]([CH2:60][CH3:61])=[C:58]([CH:3]3[C:4](=[O:9])[CH:5]4[CH2:8][CH:1]([CH2:7][CH2:6]4)[C:2]3=[O:10])[CH:57]=2)=[CH:63][CH:64]=1. Reactant: [CH:1]12[CH2:8][CH:5]([CH2:6][CH2:7]1)[C:4](=[O:9])[CH2:3][C:2]2=[O:10].C1(P(C2CCCCC2)C2C=CC=CC=2C2C(C(C)C)=CC(C(C)C)=CC=2C(C)C)CCCCC1.P([O-])([O-])([O-])=O.[K+].[K+].[K+].Br[C:54]1[CH:55]=[C:56]([C:62]2[CH:67]=[CH:66][C:65]([Cl:68])=[CH:64][CH:63]=2)[CH:57]=[CH:58][C:59]=1[CH2:60][CH3:61]. (4) Reactant: [Br:1][C:2]1[CH:12]=[CH:11][C:5]([CH:6]=[CH:7][C:8](O)=[O:9])=[CH:4][CH:3]=1.Cl.[CH3:14][NH:15][O:16][CH3:17].C1C=CC2N(O)N=NC=2C=1.CCN=C=NCCCN(C)C.C(N(CC)CC)C. Product: [Br:1][C:2]1[CH:12]=[CH:11][C:5]([CH:6]=[CH:7][C:8]([N:15]([O:16][CH3:17])[CH3:14])=[O:9])=[CH:4][CH:3]=1. The catalyst class is: 4. (5) Reactant: [Cl:1][C:2]1[CH:29]=[CH:28][C:5]([CH2:6][N:7]2[C:12](SCC)=[N:11][C:10](=[O:16])[N:9]([CH2:17][C:18]([C:22]([O:24][CH2:25][CH3:26])=[O:23])=[N:19][O:20][CH3:21])[C:8]2=[O:27])=[CH:4][CH:3]=1.[F:30][C:31]1[CH:32]=[C:33]([CH:35]=[CH:36][C:37]=1[O:38][CH:39]([CH3:41])[CH3:40])[NH2:34].[C:42](O)(=O)C.C(=O)(O)[O-].[Na+]. Product: [Cl:1][C:2]1[CH:29]=[CH:28][C:5]([CH2:6][N:7]2[C:12](=[N:34][C:33]3[CH:35]=[CH:36][C:37]([O:38][CH:39]([CH3:41])[CH3:40])=[C:31]([F:30])[CH:32]=3)[NH:11][C:10](=[O:16])[N:9]([CH2:17][C:18](=[N:19][O:20][CH2:21][CH3:42])[C:22]([O:24][CH2:25][CH3:26])=[O:23])[C:8]2=[O:27])=[CH:4][CH:3]=1. The catalyst class is: 107. (6) Reactant: C([C:5]1[CH:10]=[CH:9][C:8]([C:11]2[CH:16]=[CH:15][C:14](C(C)(C)C)=[CH:13][CH:12]=2)=[C:7]([N+:21]([O-])=O)[CH:6]=1)(C)(C)C.C(OP(OCC)OCC)C. Product: [CH:15]1[C:16]2[NH:21][C:7]3[C:8](=[CH:9][CH:10]=[CH:5][CH:6]=3)[C:11]=2[CH:12]=[CH:13][CH:14]=1. The catalyst class is: 2. (7) Reactant: Cl.[N:2]1([CH2:8][CH2:9][N:10]([S:16]([C:19]2[CH:24]=[CH:23][C:22]([S:25][C:26]3[CH:31]=[CH:30][C:29]([CH3:32])=[CH:28][CH:27]=3)=[CH:21][CH:20]=2)(=[O:18])=[O:17])[C@@H:11]([C:13]([OH:15])=[O:14])[CH3:12])[CH2:7][CH2:6][O:5][CH2:4][CH2:3]1.C(Cl)CCl.CN1CCOCC1.ON1C2C=CC=CC=2N=N1.[O:54]1[CH2:59][CH2:58][CH2:57][CH2:56][CH:55]1ON. Product: [N:2]1([CH2:8][CH2:9][N:10]([S:16]([C:19]2[CH:24]=[CH:23][C:22]([S:25][C:26]3[CH:31]=[CH:30][C:29]([CH3:32])=[CH:28][CH:27]=3)=[CH:21][CH:20]=2)(=[O:18])=[O:17])[C@@H:11]([C:13]([O:15][CH:55]2[CH2:56][CH2:57][CH2:58][CH2:59][O:54]2)=[O:14])[CH3:12])[CH2:7][CH2:6][O:5][CH2:4][CH2:3]1. The catalyst class is: 3. (8) Reactant: [H-].[Na+].C(O)C.[C:6](OCC)(=[O:13])[CH2:7][C:8](OCC)=[O:9].Cl.[O:18]1[CH2:23][CH2:22][CH:21]([C:24](=[NH:26])[NH2:25])[CH2:20][CH2:19]1. Product: [O:18]1[CH2:23][CH2:22][CH:21]([C:24]2[N:25]=[C:8]([OH:9])[CH:7]=[C:6]([OH:13])[N:26]=2)[CH2:20][CH2:19]1. The catalyst class is: 81. (9) Reactant: C[N:2]1CCOCC1.ClC(OCC(C)C)=O.[CH3:16][C:17]([O:20][C:21]([NH:23][C@H:24]([C:31]([OH:33])=O)[C:25]1[CH:30]=[CH:29][CH:28]=[CH:27][CH:26]=1)=[O:22])([CH3:19])[CH3:18].[NH4+].[OH-]. Product: [NH2:2][C:31](=[O:33])[C@@H:24]([NH:23][C:21](=[O:22])[O:20][C:17]([CH3:19])([CH3:18])[CH3:16])[C:25]1[CH:30]=[CH:29][CH:28]=[CH:27][CH:26]=1. The catalyst class is: 1.